This data is from Catalyst prediction with 721,799 reactions and 888 catalyst types from USPTO. The task is: Predict which catalyst facilitates the given reaction. (1) Reactant: [NH2:1][C:2]1[N:3]=[C:4]([C:8]([O:10][CH2:11][CH3:12])=[O:9])[N:5]([CH3:7])[CH:6]=1.[F:13][C:14]1[CH:15]=[C:16]([N:21]=[C:22]=[O:23])[CH:17]=[CH:18][C:19]=1[CH3:20]. Product: [F:13][C:14]1[CH:15]=[C:16]([NH:21][C:22]([NH:1][C:2]2[N:3]=[C:4]([C:8]([O:10][CH2:11][CH3:12])=[O:9])[N:5]([CH3:7])[CH:6]=2)=[O:23])[CH:17]=[CH:18][C:19]=1[CH3:20]. The catalyst class is: 1. (2) Reactant: Cl[C:2]1[C:3]2[CH:10]=[C:9](I)[N:8]([CH2:12][O:13][CH2:14][CH2:15][Si:16]([CH3:19])([CH3:18])[CH3:17])[C:4]=2[N:5]=[CH:6][N:7]=1.[CH3:20][O:21][C:22]1[CH:23]=[C:24]([N:37]2[CH2:42][CH2:41][O:40][CH2:39][CH2:38]2)[CH:25]=[CH:26][C:27]=1B1OC(C)(C)C(C)(C)O1.C([O-])([O-])=O.[Na+].[Na+].C([O-])(=O)C.[K+].[O:54]1[CH2:59][CH2:58][CH:57]([O:60][C:61]2[CH:68]=[CH:67][C:66](B3OC(C)(C)C(C)(C)O3)=[CH:65][C:62]=2[C:63]#[N:64])[CH2:56][CH2:55]1. Product: [CH3:20][O:21][C:22]1[CH:23]=[C:24]([N:37]2[CH2:38][CH2:39][O:40][CH2:41][CH2:42]2)[CH:25]=[CH:26][C:27]=1[C:9]1[N:8]([CH2:12][O:13][CH2:14][CH2:15][Si:16]([CH3:19])([CH3:18])[CH3:17])[C:4]2[N:5]=[CH:6][N:7]=[C:2]([C:66]3[CH:67]=[CH:68][C:61]([O:60][CH:57]4[CH2:58][CH2:59][O:54][CH2:55][CH2:56]4)=[C:62]([CH:65]=3)[C:63]#[N:64])[C:3]=2[CH:10]=1. The catalyst class is: 104. (3) Reactant: Br[C:2]1[S:6][C:5]([C:7]([N:9]([C:11]2[CH:16]=[CH:15][CH:14]=[C:13]([O:17][CH3:18])[CH:12]=2)[CH3:10])=[O:8])=[CH:4][CH:3]=1.[CH3:19][O:20][C:21]1[CH:26]=[CH:25][C:24](B(O)O)=[CH:23][CH:22]=1. Product: [CH3:18][O:17][C:13]1[CH:12]=[C:11]([N:9]([CH3:10])[C:7]([C:5]2[S:6][C:2]([C:24]3[CH:25]=[CH:26][C:21]([O:20][CH3:19])=[CH:22][CH:23]=3)=[CH:3][CH:4]=2)=[O:8])[CH:16]=[CH:15][CH:14]=1. The catalyst class is: 492.